This data is from Catalyst prediction with 721,799 reactions and 888 catalyst types from USPTO. The task is: Predict which catalyst facilitates the given reaction. (1) Reactant: C([N-]C(C)C)(C)C.[Li+].[C:9]([O:14][CH2:15][CH3:16])(=[O:13])[CH:10]([CH3:12])[CH3:11].[F:17][C:18]1[CH:19]=[C:20]([CH:23]=[C:24]([F:28])[C:25]=1[O:26][CH3:27])[CH:21]=[O:22]. Product: [F:17][C:18]1[CH:19]=[C:20]([CH:21]([OH:22])[C:10]([CH3:12])([CH3:11])[C:9]([O:14][CH2:15][CH3:16])=[O:13])[CH:23]=[C:24]([F:28])[C:25]=1[O:26][CH3:27]. The catalyst class is: 7. (2) Reactant: [N:1]([C:4]([C:7]1[CH:12]=[CH:11][C:10]([C:13]2[NH:14][C:15](=[O:24])[C:16]3[C:21]([CH:22]=2)=[CH:20][CH:19]=[C:18]([F:23])[CH:17]=3)=[CH:9][CH:8]=1)([CH3:6])[CH3:5])=[N+]=[N-].C(O)(=O)C.[ClH:29].CO. Product: [ClH:29].[NH2:1][C:4]([C:7]1[CH:12]=[CH:11][C:10]([C:13]2[NH:14][C:15](=[O:24])[C:16]3[C:21]([CH:22]=2)=[CH:20][CH:19]=[C:18]([F:23])[CH:17]=3)=[CH:9][CH:8]=1)([CH3:6])[CH3:5]. The catalyst class is: 324.